Dataset: NCI-60 drug combinations with 297,098 pairs across 59 cell lines. Task: Regression. Given two drug SMILES strings and cell line genomic features, predict the synergy score measuring deviation from expected non-interaction effect. (1) Drug 1: CC1CCC2CC(C(=CC=CC=CC(CC(C(=O)C(C(C(=CC(C(=O)CC(OC(=O)C3CCCCN3C(=O)C(=O)C1(O2)O)C(C)CC4CCC(C(C4)OC)OCCO)C)C)O)OC)C)C)C)OC. Drug 2: C(CCl)NC(=O)N(CCCl)N=O. Cell line: BT-549. Synergy scores: CSS=9.85, Synergy_ZIP=-2.36, Synergy_Bliss=3.00, Synergy_Loewe=0.0974, Synergy_HSA=4.32. (2) Drug 1: C1=C(C(=O)NC(=O)N1)N(CCCl)CCCl. Drug 2: C1C(C(OC1N2C=NC3=C(N=C(N=C32)Cl)N)CO)O. Cell line: SW-620. Synergy scores: CSS=39.3, Synergy_ZIP=-1.25, Synergy_Bliss=-1.25, Synergy_Loewe=-5.54, Synergy_HSA=-0.269. (3) Synergy scores: CSS=35.2, Synergy_ZIP=-9.88, Synergy_Bliss=-5.74, Synergy_Loewe=-2.80, Synergy_HSA=-1.57. Drug 1: C(=O)(N)NO. Cell line: HCC-2998. Drug 2: C1C(C(OC1N2C=NC3=C2NC=NCC3O)CO)O.